This data is from Full USPTO retrosynthesis dataset with 1.9M reactions from patents (1976-2016). The task is: Predict the reactants needed to synthesize the given product. (1) Given the product [NH:20]1[C:21]2[C:17](=[CH:16][C:15]([NH:14][C:5]3[C:4]4[C:9](=[CH:10][N:11]=[C:2]([NH:32][CH2:31][CH2:30][N:24]5[CH2:29][CH2:28][O:27][CH2:26][CH2:25]5)[CH:3]=4)[N:8]=[CH:7][C:6]=3[C:12]#[N:13])=[CH:23][CH:22]=2)[CH:18]=[CH:19]1, predict the reactants needed to synthesize it. The reactants are: F[C:2]1[CH:3]=[C:4]2[C:9](=[CH:10][N:11]=1)[N:8]=[CH:7][C:6]([C:12]#[N:13])=[C:5]2[NH:14][C:15]1[CH:16]=[C:17]2[C:21](=[CH:22][CH:23]=1)[NH:20][CH:19]=[CH:18]2.[N:24]1([CH2:30][CH2:31][NH2:32])[CH2:29][CH2:28][O:27][CH2:26][CH2:25]1. (2) The reactants are: [NH2:1][CH:2]1[C:10]2[C:5](=[CH:6][CH:7]=[CH:8][CH:9]=2)[CH2:4][CH2:3]1.[CH3:11][N:12]([CH3:26])[C:13]1([C:20]2[CH:25]=[CH:24][CH:23]=[CH:22][CH:21]=2)[CH2:18][CH2:17][C:16](=O)[CH2:15][CH2:14]1.C(O)(=O)C.C(O[BH-](OC(=O)C)OC(=O)C)(=O)C.[Na+]. Given the product [CH:2]1([NH:1][CH:16]2[CH2:15][CH2:14][C:13]([C:20]3[CH:21]=[CH:22][CH:23]=[CH:24][CH:25]=3)([N:12]([CH3:26])[CH3:11])[CH2:18][CH2:17]2)[C:10]2[C:5](=[CH:6][CH:7]=[CH:8][CH:9]=2)[CH2:4][CH2:3]1, predict the reactants needed to synthesize it. (3) Given the product [Br:1][C:2]1[CH:8]=[CH:7][C:5]([NH:6][C:23](=[O:25])[CH3:24])=[CH:4][C:3]=1[O:9][CH3:10], predict the reactants needed to synthesize it. The reactants are: [Br:1][C:2]1[CH:8]=[CH:7][C:5]([NH2:6])=[CH:4][C:3]=1[O:9][CH3:10].CN(C)C=O.C(N(CC)CC)C.[C:23](OC(=O)C)(=[O:25])[CH3:24].